Dataset: Catalyst prediction with 721,799 reactions and 888 catalyst types from USPTO. Task: Predict which catalyst facilitates the given reaction. (1) Reactant: [Br:1][C:2]1[CH:3]=[C:4]([CH:8]=[C:9]([C:11]([F:14])([F:13])[F:12])[CH:10]=1)[C:5](O)=[O:6].C(Cl)(=O)C([Cl:18])=O.CN(C=O)C. Product: [Br:1][C:2]1[CH:3]=[C:4]([CH:8]=[C:9]([C:11]([F:14])([F:13])[F:12])[CH:10]=1)[C:5]([Cl:18])=[O:6]. The catalyst class is: 2. (2) Reactant: B1(C)OC(C2C=CC=CC=2)(C2C=CC=CC=2)[C@@H]2N1CCC2.[CH3:22][O:23][C:24]([C:26]1[CH:35]=[CH:34][C:33]2[C:32](=[O:36])[CH2:31][CH2:30][CH2:29][C:28]=2[CH:27]=1)=[O:25].CO. Product: [CH3:22][O:23][C:24]([C:26]1[CH:35]=[CH:34][C:33]2[C@@H:32]([OH:36])[CH2:31][CH2:30][CH2:29][C:28]=2[CH:27]=1)=[O:25]. The catalyst class is: 247.